Predict the reactants needed to synthesize the given product. From a dataset of Full USPTO retrosynthesis dataset with 1.9M reactions from patents (1976-2016). (1) Given the product [Br:1][C:2]1[C:6]2[CH2:7][N:8]([C:11]([O:13][C:14]([CH3:17])([CH3:16])[CH3:15])=[O:12])[CH2:9][CH2:10][C:5]=2[N:4]([CH:19]([CH3:25])[C:20]([O:22][CH2:23][CH3:24])=[O:21])[N:3]=1, predict the reactants needed to synthesize it. The reactants are: [Br:1][C:2]1[C:6]2[CH2:7][N:8]([C:11]([O:13][C:14]([CH3:17])([CH3:16])[CH3:15])=[O:12])[CH2:9][CH2:10][C:5]=2[NH:4][N:3]=1.Br[CH:19]([CH3:25])[C:20]([O:22][CH2:23][CH3:24])=[O:21].C([O-])([O-])=O.[Cs+].[Cs+].O. (2) Given the product [OH:18][CH2:17][C:16]([CH3:20])([CH3:19])[CH2:15][CH2:14][CH2:13][CH:12]1[O:22][CH:8]([CH2:7][CH2:6][CH2:5][C:2]([CH3:23])([CH3:1])[CH2:3][OH:4])[CH2:9][CH2:10][CH2:11]1, predict the reactants needed to synthesize it. The reactants are: [CH3:1][C:2]([CH3:23])([CH2:5][CH2:6][CH2:7][CH:8]([OH:22])[CH2:9][CH2:10][CH2:11][CH:12](O)[CH2:13][CH2:14][CH2:15][C:16]([CH3:20])([CH3:19])[CH2:17][OH:18])[CH2:3][OH:4].O.C1(C)C=CC(S(O)(=O)=O)=CC=1. (3) Given the product [Cl:28][C:29]1[CH:34]=[CH:33][C:32]([C:2]2[CH:27]=[CH:26][C:5]3[C:6]4[N:7]([CH:11]=[C:12]([C:14]5[N:18]([C:19]6[CH:24]=[CH:23][CH:22]=[CH:21][C:20]=6[Cl:25])[N:17]=[CH:16][N:15]=5)[N:13]=4)[CH2:8][CH2:9][O:10][C:4]=3[CH:3]=2)=[CH:31][CH:30]=1, predict the reactants needed to synthesize it. The reactants are: Br[C:2]1[CH:27]=[CH:26][C:5]2[C:6]3[N:7]([CH:11]=[C:12]([C:14]4[N:18]([C:19]5[CH:24]=[CH:23][CH:22]=[CH:21][C:20]=5[Cl:25])[N:17]=[CH:16][N:15]=4)[N:13]=3)[CH2:8][CH2:9][O:10][C:4]=2[CH:3]=1.[Cl:28][C:29]1[CH:34]=[CH:33][C:32](B(O)O)=[CH:31][CH:30]=1.C([O-])([O-])=O.[Cs+].[Cs+]. (4) Given the product [Cl:28][C:11]1[CH:12]=[C:13]2[O:17][C:16]([C:18]3[N:19]=[C:20]4[N:24]([CH:25]=3)[N:23]=[C:22]([O:26][CH3:27])[S:21]4)=[CH:15][C:14]2=[C:9]([OH:8])[CH:10]=1, predict the reactants needed to synthesize it. The reactants are: C([O:8][C:9]1[C:14]2[CH:15]=[C:16]([C:18]3[N:19]=[C:20]4[N:24]([CH:25]=3)[N:23]=[C:22]([O:26][CH3:27])[S:21]4)[O:17][C:13]=2[CH:12]=[C:11]([Cl:28])[CH:10]=1)C1C=CC=CC=1.CC1C(C)=C(C)C(C)=C(C)C=1.B(Cl)(Cl)Cl.C([O-])(O)=O.[Na+]. (5) Given the product [OH:8][CH2:9][C:10]1[O:11][CH:12]=[C:13]([C:15](=[O:17])[CH3:16])[N:14]=1, predict the reactants needed to synthesize it. The reactants are: N#N.C([SiH2][O:8][C:9](C)(C)[C:10]1[O:11][CH:12]=[C:13]([C:15](=[O:17])[CH3:16])[N:14]=1)(C)(C)C.CCCC[N+](CCCC)(CCCC)CCCC.[F-].